From a dataset of NCI-60 drug combinations with 297,098 pairs across 59 cell lines. Regression. Given two drug SMILES strings and cell line genomic features, predict the synergy score measuring deviation from expected non-interaction effect. (1) Drug 1: CC1=CC2C(CCC3(C2CCC3(C(=O)C)OC(=O)C)C)C4(C1=CC(=O)CC4)C. Drug 2: CC(C1=C(C=CC(=C1Cl)F)Cl)OC2=C(N=CC(=C2)C3=CN(N=C3)C4CCNCC4)N. Cell line: MOLT-4. Synergy scores: CSS=27.9, Synergy_ZIP=-1.31, Synergy_Bliss=0.846, Synergy_Loewe=-29.8, Synergy_HSA=-0.153. (2) Drug 1: CC1C(C(CC(O1)OC2CC(OC(C2O)C)OC3=CC4=CC5=C(C(=O)C(C(C5)C(C(=O)C(C(C)O)O)OC)OC6CC(C(C(O6)C)O)OC7CC(C(C(O7)C)O)OC8CC(C(C(O8)C)O)(C)O)C(=C4C(=C3C)O)O)O)O. Drug 2: C1CCC(C(C1)N)N.C(=O)(C(=O)[O-])[O-].[Pt+4]. Cell line: SF-268. Synergy scores: CSS=34.4, Synergy_ZIP=-3.62, Synergy_Bliss=-1.95, Synergy_Loewe=-16.3, Synergy_HSA=-0.739. (3) Drug 1: C1=C(C(=O)NC(=O)N1)F. Drug 2: C1CN(P(=O)(OC1)NCCCl)CCCl. Cell line: UACC-257. Synergy scores: CSS=6.45, Synergy_ZIP=-4.41, Synergy_Bliss=-9.67, Synergy_Loewe=-14.3, Synergy_HSA=-10.2. (4) Drug 1: CC1C(C(CC(O1)OC2CC(CC3=C2C(=C4C(=C3O)C(=O)C5=C(C4=O)C(=CC=C5)OC)O)(C(=O)CO)O)N)O.Cl. Drug 2: CC12CCC3C(C1CCC2O)C(CC4=C3C=CC(=C4)O)CCCCCCCCCS(=O)CCCC(C(F)(F)F)(F)F. Cell line: HT29. Synergy scores: CSS=29.6, Synergy_ZIP=-0.682, Synergy_Bliss=-0.149, Synergy_Loewe=-3.82, Synergy_HSA=-1.86. (5) Drug 1: CN(C)C1=NC(=NC(=N1)N(C)C)N(C)C. Drug 2: CC1CCC2CC(C(=CC=CC=CC(CC(C(=O)C(C(C(=CC(C(=O)CC(OC(=O)C3CCCCN3C(=O)C(=O)C1(O2)O)C(C)CC4CCC(C(C4)OC)O)C)C)O)OC)C)C)C)OC. Cell line: UACC62. Synergy scores: CSS=10.2, Synergy_ZIP=-5.35, Synergy_Bliss=-5.71, Synergy_Loewe=-24.0, Synergy_HSA=-6.32. (6) Cell line: KM12. Drug 1: CN(C)C1=NC(=NC(=N1)N(C)C)N(C)C. Drug 2: C1=CC(=CC=C1C#N)C(C2=CC=C(C=C2)C#N)N3C=NC=N3. Synergy scores: CSS=22.2, Synergy_ZIP=0.773, Synergy_Bliss=3.24, Synergy_Loewe=8.90, Synergy_HSA=9.17. (7) Drug 1: CCCS(=O)(=O)NC1=C(C(=C(C=C1)F)C(=O)C2=CNC3=C2C=C(C=N3)C4=CC=C(C=C4)Cl)F. Drug 2: CCN(CC)CCNC(=O)C1=C(NC(=C1C)C=C2C3=C(C=CC(=C3)F)NC2=O)C. Cell line: MDA-MB-435. Synergy scores: CSS=35.5, Synergy_ZIP=7.97, Synergy_Bliss=8.37, Synergy_Loewe=-1.03, Synergy_HSA=4.80.